From a dataset of HIV replication inhibition screening data with 41,000+ compounds from the AIDS Antiviral Screen. Binary Classification. Given a drug SMILES string, predict its activity (active/inactive) in a high-throughput screening assay against a specified biological target. (1) The molecule is CC1=C(C(=O)Nc2cc(F)c(F)cc2F)C(c2cccc([N+](=O)[O-])c2)C(C(=O)Nc2ccccc2C(F)(F)F)=C(C)N1. The result is 0 (inactive). (2) The molecule is C#CCCOC(=O)CC1=C(C)C(=Cc2ccc(S(C)=O)cc2)c2ccc(F)cc21. The result is 0 (inactive). (3) The result is 0 (inactive). The molecule is O=C1C(=Nc2ccccc2)Oc2cc(O)ccc21. (4) The drug is C1CCC(CC2CCC(NC3=NCCO3)CC2)CC1. The result is 0 (inactive). (5) The drug is COC(=O)C=C(C)C=Cc1c(C)c(C(C)=O)c(C)n1C. The result is 0 (inactive). (6) The molecule is CCCC(CC)C(C(=O)OCC)C1=NC(C)(C)CC(C)O1. The result is 0 (inactive). (7) The compound is Cc1c(-c2ccccc2)c(=O)oc2ccc(Cl)cc12. The result is 0 (inactive).